This data is from Peptide-MHC class II binding affinity with 134,281 pairs from IEDB. The task is: Regression. Given a peptide amino acid sequence and an MHC pseudo amino acid sequence, predict their binding affinity value. This is MHC class II binding data. (1) The peptide sequence is KNIPQPVRALLEGFL. The MHC is DRB4_0101 with pseudo-sequence DRB4_0103. The binding affinity (normalized) is 0.624. (2) The peptide sequence is KKFGKGSIVACAKFTCA. The MHC is DRB3_0202 with pseudo-sequence DRB3_0202. The binding affinity (normalized) is 0.